This data is from Retrosynthesis with 50K atom-mapped reactions and 10 reaction types from USPTO. The task is: Predict the reactants needed to synthesize the given product. (1) Given the product COc1c(NC(=O)c2cc3cccc(CN4CCN(C(=O)CN5CCN(C(=O)OC(C)(C)C)CC5)CC4)c3n2C)cc(C(C)(C)C)cc1NS(C)(=O)=O, predict the reactants needed to synthesize it. The reactants are: CC(C)(C)OC(=O)N1CCN(CC(=O)O)CC1.COc1c(NC(=O)c2cc3cccc(CN4CCNCC4)c3n2C)cc(C(C)(C)C)cc1NS(C)(=O)=O. (2) Given the product Nc1ccc(CN2CCCC2)nc1, predict the reactants needed to synthesize it. The reactants are: O=[N+]([O-])c1ccc(CN2CCCC2)nc1. (3) Given the product CCOC(=O)c1cccc(Cc2cc(Cl)ccc2OCC(C)C)n1, predict the reactants needed to synthesize it. The reactants are: CC(C)COc1ccc(Cl)cc1B(O)O.CCOC(=O)c1cccc(CBr)n1. (4) Given the product CC#CCOc1cc(Oc2ccc(F)cc2Cl)ncn1, predict the reactants needed to synthesize it. The reactants are: CC#CCOc1cc(Cl)ncn1.Oc1ccc(F)cc1Cl. (5) Given the product CCOC(=O)c1cn(C)c2ccc(C#CCO)nc2c1=O, predict the reactants needed to synthesize it. The reactants are: C#CCO.CCOC(=O)c1cn(C)c2ccc(Cl)nc2c1=O. (6) The reactants are: CCOC[C@H](NC(=O)c1cc2ccccc2cc1NC(=O)Nc1c(C)cc(C)cc1C)C(=O)OC. Given the product CCOC[C@H](NC(=O)c1cc2ccccc2cc1NC(=O)Nc1c(C)cc(C)cc1C)C(=O)O, predict the reactants needed to synthesize it. (7) The reactants are: Cc1cc(NC(=O)c2c(C)n(CC(C)(C)O)n(-c3ccccc3)c2=O)ccc1Br.OB(O)c1cccc2cnccc12. Given the product Cc1cc(NC(=O)c2c(C)n(CC(C)(C)O)n(-c3ccccc3)c2=O)ccc1-c1cccc2cnccc12, predict the reactants needed to synthesize it.